This data is from Catalyst prediction with 721,799 reactions and 888 catalyst types from USPTO. The task is: Predict which catalyst facilitates the given reaction. (1) Reactant: [N+:1]([C:4]1[N:5]=[N:6][NH:7][CH:8]=1)([O-:3])=[O:2].[H-].[Na+].Cl[CH2:12][O:13][CH2:14][CH2:15][Si:16]([CH3:19])([CH3:18])[CH3:17]. Product: [N+:1]([C:4]1[CH:8]=[N:7][N:6]([CH2:12][O:13][CH2:14][CH2:15][Si:16]([CH3:19])([CH3:18])[CH3:17])[N:5]=1)([O-:3])=[O:2]. The catalyst class is: 1. (2) Reactant: [CH3:1][C:2]1[N:3]([CH2:14][CH2:15][CH2:16][CH2:17][CH2:18][C:19]([O:21]CC)=[O:20])[C:4]2[CH2:5][C:6]([CH3:13])([CH3:12])[CH2:7][C:8](=[O:11])[C:9]=2[CH:10]=1.O.O.[OH-].[Li+]. Product: [CH3:1][C:2]1[N:3]([CH2:14][CH2:15][CH2:16][CH2:17][CH2:18][C:19]([OH:21])=[O:20])[C:4]2[CH2:5][C:6]([CH3:13])([CH3:12])[CH2:7][C:8](=[O:11])[C:9]=2[CH:10]=1. The catalyst class is: 5.